From a dataset of Reaction yield outcomes from USPTO patents with 853,638 reactions. Predict the reaction yield, written as a fraction of the theoretical maximum amount of product (1.0 means a 100% yield; for example, 0.34 means a 34% yield). (1) The reactants are [NH2:1][C:2]1[C:3]2[C:13]([O:14][CH2:15][CH2:16][CH2:17][CH2:18][CH2:19][CH2:20][NH:21][C:22]([NH:24]CC3C=CC(OC)=CC=3)=[O:23])=[CH:12][CH:11]=[CH:10][C:4]=2[NH:5][S:6](=[O:9])(=[O:8])[N:7]=1.C(O)(C(F)(F)F)=O. The catalyst is C(Cl)Cl. The product is [NH2:1][C:2]1[C:3]2[C:13]([O:14][CH2:15][CH2:16][CH2:17][CH2:18][CH2:19][CH2:20][NH:21][C:22]([NH2:24])=[O:23])=[CH:12][CH:11]=[CH:10][C:4]=2[NH:5][S:6](=[O:8])(=[O:9])[N:7]=1. The yield is 1.00. (2) The reactants are [CH2:1]([C@@:4]1([C:26]2[CH:31]=[CH:30][C:29]([F:32])=[CH:28][CH:27]=2)[O:9][C:8](=[O:10])[N:7]([C@H:11]([C:13]2[CH:18]=[CH:17][C:16]([C:19]3[CH:20]=[N:21][C:22](N)=[CH:23][CH:24]=3)=[CH:15][CH:14]=2)[CH3:12])[CH2:6][CH2:5]1)[CH:2]=[CH2:3].N([O-])=[O:34].[Na+].[OH-].[Na+]. The catalyst is OS(O)(=O)=O. The product is [CH2:1]([C@@:4]1([C:26]2[CH:27]=[CH:28][C:29]([F:32])=[CH:30][CH:31]=2)[O:9][C:8](=[O:10])[N:7]([C@H:11]([C:13]2[CH:14]=[CH:15][C:16]([C:19]3[CH:24]=[CH:23][C:22](=[O:34])[NH:21][CH:20]=3)=[CH:17][CH:18]=2)[CH3:12])[CH2:6][CH2:5]1)[CH:2]=[CH2:3]. The yield is 0.590. (3) The reactants are [Br:1][C:2]1[CH:7]=[CH:6][N:5]=[C:4]2[NH:8][CH:9]=[CH:10][C:3]=12.[H-].[Na+].Cl[Si:14]([CH:21]([CH3:23])[CH3:22])([CH:18]([CH3:20])[CH3:19])[CH:15]([CH3:17])[CH3:16].[NH4+].[Cl-]. The catalyst is C1COCC1. The product is [Br:1][C:2]1[CH:7]=[CH:6][N:5]=[C:4]2[N:8]([Si:14]([CH:21]([CH3:23])[CH3:22])([CH:18]([CH3:20])[CH3:19])[CH:15]([CH3:17])[CH3:16])[CH:9]=[CH:10][C:3]=12. The yield is 0.150. (4) The product is [N+:13]([C:10]1[CH:11]=[CH:12][C:7]([NH:6][C:5]([N:18]2[CH2:22][CH2:21][CH2:20][CH2:19]2)=[O:16])=[N:8][CH:9]=1)([O-:15])=[O:14]. The reactants are C(O[C:5](=[O:16])[NH:6][C:7]1[CH:12]=[CH:11][C:10]([N+:13]([O-:15])=[O:14])=[CH:9][N:8]=1)(C)=C.C[N:18]1[CH2:22][CH2:21][CH2:20][CH2:19]1.N1CCCC1. The yield is 0.710. The catalyst is O1CCCC1.C(OCC)C. (5) The reactants are [CH2:1]([O:3][C:4]1[C:9]([C:10]2[NH:15][C:14](=[O:16])[C:13]3=[C:17]([CH3:23])[N:18]=[C:19]([CH2:20][CH2:21][CH3:22])[N:12]3[N:11]=2)=[CH:8][C:7]([S:24](Cl)(=[O:26])=[O:25])=[C:6]([O:28][CH3:29])[CH:5]=1)[CH3:2].CN(C1C=CC=CN=1)C.[CH3:39][N:40]1[CH2:45][CH2:44][NH:43][CH2:42][CH2:41]1. The catalyst is ClCCl. The product is [CH2:1]([O:3][C:4]1[CH:5]=[C:6]([O:28][CH3:29])[C:7]([S:24]([N:43]2[CH2:44][CH2:45][N:40]([CH3:39])[CH2:41][CH2:42]2)(=[O:26])=[O:25])=[CH:8][C:9]=1[C:10]1[NH:15][C:14](=[O:16])[C:13]2=[C:17]([CH3:23])[N:18]=[C:19]([CH2:20][CH2:21][CH3:22])[N:12]2[N:11]=1)[CH3:2]. The yield is 0.550. (6) The reactants are [ClH:1].C(N(CC)CC)C.S(F)(O[C:13]([F:20])([F:19])[C:14]([F:18])=[C:15]([F:17])[F:16])(=O)=O. The catalyst is COCCOCCOC. The product is [F:19][C:13]([Cl:1])([F:20])[C:14]([F:18])=[C:15]([F:17])[F:16]. The yield is 0.930. (7) The reactants are [CH2:1]([O:8][C:9]1[CH:14]=[C:13]([N+:15]([O-])=O)[C:12]([C:18]([F:21])([F:20])[F:19])=[CH:11][C:10]=1[CH:22]1[CH2:27][CH2:26][CH2:25][CH2:24][CH2:23]1)[C:2]1[CH:7]=[CH:6][CH:5]=[CH:4][CH:3]=1.[BH4-].[Na+]. The catalyst is CO.Cl[Ni]Cl. The product is [CH2:1]([O:8][C:9]1[C:10]([CH:22]2[CH2:27][CH2:26][CH2:25][CH2:24][CH2:23]2)=[CH:11][C:12]([C:18]([F:21])([F:19])[F:20])=[C:13]([CH:14]=1)[NH2:15])[C:2]1[CH:3]=[CH:4][CH:5]=[CH:6][CH:7]=1. The yield is 0.650.